From a dataset of Catalyst prediction with 721,799 reactions and 888 catalyst types from USPTO. Predict which catalyst facilitates the given reaction. (1) Reactant: [H-].[Na+].[F:3][C:4]1[CH:9]=[CH:8][C:7]([C:10]2[C:18]3[C:13](=[N:14][CH:15]=[CH:16][N:17]=3)[NH:12][C:11]=2[C:19]2[CH:24]=[CH:23][N:22]=[CH:21][CH:20]=2)=[CH:6][CH:5]=1.Br[CH2:26][CH2:27][CH2:28][Cl:29].O. Product: [Cl:29][CH2:28][CH2:27][CH2:26][N:17]1[CH2:16][CH:15]=[N:14][C:13]2[NH:12][C:11]([C:19]3[CH:24]=[CH:23][N:22]=[CH:21][CH:20]=3)=[C:10]([C:7]3[CH:8]=[CH:9][C:4]([F:3])=[CH:5][CH:6]=3)[C:18]1=2. The catalyst class is: 7. (2) Reactant: [NH2:1][CH2:2][C:3]1[CH:4]=[CH:5][C:6]2[S:11][C:10]3[N:12]=[CH:13][CH:14]=[N:15][C:9]=3[NH:8][C:7]=2[CH:16]=1.[C:17]1([N:23]=[C:24]=[O:25])[CH:22]=[CH:21][CH:20]=[CH:19][CH:18]=1. Product: [N:15]1[C:9]2[NH:8][C:7]3[CH:16]=[C:3]([CH2:2][NH:1][C:24]([NH:23][C:17]4[CH:22]=[CH:21][CH:20]=[CH:19][CH:18]=4)=[O:25])[CH:4]=[CH:5][C:6]=3[S:11][C:10]=2[N:12]=[CH:13][CH:14]=1. The catalyst class is: 7. (3) The catalyst class is: 29. Reactant: [N:1]([CH2:4][C@@H:5]([C:14]1[CH:23]=[CH:22][C:21]([O:24]CC2C=CC=CC=2)=[C:20]2[C:15]=1[CH:16]=[CH:17][C:18](=[O:32])[NH:19]2)[O:6][Si](C(C)(C)C)(C)C)=[N+]=[N-].CC1CC=CCC=1.[ClH:40].O1CCOCC1. Product: [ClH:40].[NH2:1][CH2:4][C@@H:5]([C:14]1[CH:23]=[CH:22][C:21]([OH:24])=[C:20]2[C:15]=1[CH:16]=[CH:17][C:18](=[O:32])[NH:19]2)[OH:6]. (4) Reactant: [CH3:1][C:2]1([CH3:9])[O:7][CH2:6][C:5](=O)[CH2:4][O:3]1.Cl.[Cl:11][C:12]1[CH:13]=[C:14]([C:22]2[S:26][C:25]([N:27]3[C:35]([CH3:36])=[C:30]4[CH2:31][NH:32][CH2:33][CH2:34][C:29]4=[N:28]3)=[N:24][N:23]=2)[CH:15]=[CH:16][C:17]=1[O:18][CH:19]([CH3:21])[CH3:20].C(O[BH-](OC(=O)C)OC(=O)C)(=O)C.[Na+]. Product: [Cl:11][C:12]1[CH:13]=[C:14]([C:22]2[S:26][C:25]([N:27]3[C:35]([CH3:36])=[C:30]4[CH2:31][N:32]([CH:5]5[CH2:4][O:3][C:2]([CH3:1])([CH3:9])[O:7][CH2:6]5)[CH2:33][CH2:34][C:29]4=[N:28]3)=[N:24][N:23]=2)[CH:15]=[CH:16][C:17]=1[O:18][CH:19]([CH3:21])[CH3:20]. The catalyst class is: 4. (5) Reactant: C[O:2][C:3](=[O:23])[C:4]1[CH:9]=[CH:8][C:7]([C:10]2[O:11][C:12]([CH:15]([N:17]3[CH2:22][CH2:21][O:20][CH2:19][CH2:18]3)[CH3:16])=[CH:13][CH:14]=2)=[CH:6][CH:5]=1. Product: [N:17]1([CH:15]([C:12]2[O:11][C:10]([C:7]3[CH:8]=[CH:9][C:4]([C:3]([OH:23])=[O:2])=[CH:5][CH:6]=3)=[CH:14][CH:13]=2)[CH3:16])[CH2:22][CH2:21][O:20][CH2:19][CH2:18]1. The catalyst class is: 33.